This data is from Forward reaction prediction with 1.9M reactions from USPTO patents (1976-2016). The task is: Predict the product of the given reaction. (1) Given the reactants Cl[C:2]1[N:7]=[C:6]([C:8]2[N:12]3[CH:13]=[CH:14][CH:15]=[CH:16][C:11]3=[N:10][C:9]=2[C:17]2[CH:18]=[CH:19][C:20]([O:34][CH2:35][CH3:36])=[C:21]([CH:33]=2)[C:22]([NH:24][C:25]2[C:30]([F:31])=[CH:29][CH:28]=[CH:27][C:26]=2[F:32])=[O:23])[CH:5]=[CH:4][N:3]=1.[CH2:37]([C:39]1[C:40]([N:49]2[CH2:54][CH2:53][CH:52]([CH2:55][CH2:56][S:57]([CH3:60])(=[O:59])=[O:58])[CH2:51][CH2:50]2)=[CH:41][C:42]([O:46][CH2:47][CH3:48])=[C:43]([CH:45]=1)[NH2:44])[CH3:38].Cl.O1CCOCC1.N, predict the reaction product. The product is: [F:32][C:26]1[CH:27]=[CH:28][CH:29]=[C:30]([F:31])[C:25]=1[NH:24][C:22](=[O:23])[C:21]1[CH:33]=[C:17]([C:9]2[N:10]=[C:11]3[CH:16]=[CH:15][CH:14]=[CH:13][N:12]3[C:8]=2[C:6]2[CH:5]=[CH:4][N:3]=[C:2]([NH:44][C:43]3[CH:45]=[C:39]([CH2:37][CH3:38])[C:40]([N:49]4[CH2:50][CH2:51][CH:52]([CH2:55][CH2:56][S:57]([CH3:60])(=[O:59])=[O:58])[CH2:53][CH2:54]4)=[CH:41][C:42]=3[O:46][CH2:47][CH3:48])[N:7]=2)[CH:18]=[CH:19][C:20]=1[O:34][CH2:35][CH3:36]. (2) Given the reactants [CH3:1][O:2][C:3](=[O:15])[C:4]1[CH:9]=[C:8]([NH2:10])[C:7]([NH:11][CH3:12])=[C:6]([Cl:13])[C:5]=1[NH2:14].Cl.[CH:17]1(C(N)=N)[CH2:19][CH2:18]1.[CH3:23]CO, predict the reaction product. The product is: [CH3:1][O:2][C:3]([C:4]1[C:5]([NH2:14])=[C:6]([Cl:13])[C:7]2[N:11]([CH3:23])[C:12]([CH:17]3[CH2:19][CH2:18]3)=[N:10][C:8]=2[CH:9]=1)=[O:15]. (3) Given the reactants Cl.FC1C=C(C=CC=1)CN1C=C(C2C3C(=NC=C(C4C=CC(C5CCNCC5)=CC=4)C=3)N(S(C3C=CC(C)=CC=3)(=O)=O)C=2)C=N1.[F:46][C:47]1[CH:48]=[C:49]([CH:93]=[CH:94][CH:95]=1)[CH2:50][N:51]1[CH:55]=[C:54]([C:56]2[C:64]3[C:59](=[N:60][CH:61]=[C:62]([C:65]4[CH:70]=[CH:69][C:68]([N:71]5[CH2:76][CH2:75][N:74]([CH2:77][C@@H:78]([OH:80])[CH3:79])[CH2:73][CH2:72]5)=[C:67]([O:81][CH3:82])[CH:66]=4)[CH:63]=3)[N:58](S(C3C=CC(C)=CC=3)(=O)=O)[CH:57]=2)[CH:53]=[N:52]1.[OH-].[Li+], predict the reaction product. The product is: [F:46][C:47]1[CH:48]=[C:49]([CH:93]=[CH:94][CH:95]=1)[CH2:50][N:51]1[CH:55]=[C:54]([C:56]2[C:64]3[C:59](=[N:60][CH:61]=[C:62]([C:65]4[CH:70]=[CH:69][C:68]([N:71]5[CH2:76][CH2:75][N:74]([CH2:77][C@@H:78]([OH:80])[CH3:79])[CH2:73][CH2:72]5)=[C:67]([O:81][CH3:82])[CH:66]=4)[CH:63]=3)[NH:58][CH:57]=2)[CH:53]=[N:52]1. (4) The product is: [N:10]([C:13](=[CH:8][C:6]1[S:7][C:3]([Br:2])=[CH:4][CH:5]=1)[C:14]([O:16][CH2:17][CH3:18])=[O:15])=[N+:11]=[N-:12]. Given the reactants [Na].[Br:2][C:3]1[S:7][C:6]([CH:8]=O)=[CH:5][CH:4]=1.[N:10]([CH2:13][C:14]([O:16][CH2:17][CH3:18])=[O:15])=[N+:11]=[N-:12], predict the reaction product. (5) Given the reactants [OH:1][CH2:2][C:3]1[C:8]([O:9][C:10]2[C:11]([C:23]([NH2:25])=[O:24])=[N:12][CH:13]=[C:14]([S:16][C:17]3[CH:22]=[CH:21][CH:20]=[CH:19][N:18]=3)[CH:15]=2)=[CH:7][CH:6]=[CH:5][N:4]=1.N1C=CN=C1.[C:31]([Si:35](Cl)([CH3:37])[CH3:36])([CH3:34])([CH3:33])[CH3:32], predict the reaction product. The product is: [Si:35]([O:1][CH2:2][C:3]1[C:8]([O:9][C:10]2[C:11]([C:23]([NH2:25])=[O:24])=[N:12][CH:13]=[C:14]([S:16][C:17]3[CH:22]=[CH:21][CH:20]=[CH:19][N:18]=3)[CH:15]=2)=[CH:7][CH:6]=[CH:5][N:4]=1)([C:31]([CH3:34])([CH3:33])[CH3:32])([CH3:37])[CH3:36].